Dataset: Full USPTO retrosynthesis dataset with 1.9M reactions from patents (1976-2016). Task: Predict the reactants needed to synthesize the given product. (1) Given the product [C:11]([O:10][C:8]([N:15]1[CH2:20][CH2:19][C:18]2([O:25][CH2:23]2)[CH2:17][CH2:16]1)=[O:9])([CH3:14])([CH3:13])[CH3:12], predict the reactants needed to synthesize it. The reactants are: [H-].[Na+].[I-].C[S+](C)C.[C:8]([N:15]1[CH2:20][CH2:19][CH2:18][CH2:17][C:16]1=O)([O:10][C:11]([CH3:14])([CH3:13])[CH3:12])=[O:9].O.[C:23](OCC)(=[O:25])C. (2) Given the product [Br:1][C:2]1[CH:7]=[C:6]([CH:8]2[CH2:12][CH2:11][CH2:10][O:9]2)[C:5]([NH2:13])=[C:4]([N+:20]([O-:22])=[O:21])[CH:3]=1, predict the reactants needed to synthesize it. The reactants are: [Br:1][C:2]1[CH:7]=[C:6]([CH:8]2[CH2:12][CH2:11][CH2:10][O:9]2)[C:5]([NH:13]C(=O)C(F)(F)F)=[C:4]([N+:20]([O-:22])=[O:21])[CH:3]=1.[OH-].[Na+]. (3) Given the product [ClH:22].[ClH:22].[CH3:1][C:2]1[CH:7]=[CH:6][N:5]=[C:4]([NH:8][C@@H:9]2[CH2:14][CH2:13][CH2:12][NH:11][CH2:10]2)[CH:3]=1, predict the reactants needed to synthesize it. The reactants are: [CH3:1][C:2]1[CH:7]=[CH:6][N:5]=[C:4]([NH:8][C@@H:9]2[CH2:14][CH2:13][CH2:12][N:11](C(OC(C)(C)C)=O)[CH2:10]2)[CH:3]=1.[ClH:22]. (4) Given the product [CH2:12]([O:19][C:20]1[CH:21]=[CH:22][CH:23]=[C:24]2[C:29]=1[N:28]=[C:27]([C:9]1[N:6]3[CH:7]=[CH:8][C:3]([CH2:1][CH3:2])=[CH:4][C:5]3=[N:11][CH:10]=1)[CH:26]=[CH:25]2)[C:13]1[CH:18]=[CH:17][CH:16]=[CH:15][CH:14]=1, predict the reactants needed to synthesize it. The reactants are: [CH2:1]([C:3]1[CH:8]=[CH:7][N:6]2[CH:9]=[CH:10][N:11]=[C:5]2[CH:4]=1)[CH3:2].[CH2:12]([O:19][C:20]1[CH:21]=[CH:22][CH:23]=[C:24]2[C:29]=1[N:28]=[C:27](Cl)[CH:26]=[CH:25]2)[C:13]1[CH:18]=[CH:17][CH:16]=[CH:15][CH:14]=1.C(=O)([O-])[O-].[K+].[K+].O1CCOCC1. (5) Given the product [NH2:20][C:21]1[CH:26]=[C:25]([C:27]2[S:29][C:3]([C:5]3[CH:10]=[CH:9][C:8]([NH:11][S:12]([C:15]([F:18])([F:17])[F:16])(=[O:14])=[O:13])=[CH:7][C:6]=3[Cl:19])=[CH:2][N:28]=2)[CH:24]=[CH:23][N:22]=1, predict the reactants needed to synthesize it. The reactants are: Br[CH2:2][C:3]([C:5]1[CH:10]=[CH:9][C:8]([NH:11][S:12]([C:15]([F:18])([F:17])[F:16])(=[O:14])=[O:13])=[CH:7][C:6]=1[Cl:19])=O.[NH2:20][C:21]1[CH:26]=[C:25]([C:27](=[S:29])[NH2:28])[CH:24]=[CH:23][N:22]=1. (6) Given the product [Cl:8][C:5]1[N:6]=[CH:7][C:2]([C:34]2[CH:33]=[CH:32][N:31]=[C:30]([NH:29][C:27]3[CH:26]=[CH:25][N:24]=[C:23]([CH3:22])[N:28]=3)[CH:35]=2)=[C:3]([CH3:21])[C:4]=1[NH:9][S:10]([C:13]1[CH:18]=[CH:17][C:16]([F:19])=[CH:15][C:14]=1[F:20])(=[O:12])=[O:11], predict the reactants needed to synthesize it. The reactants are: Br[C:2]1[C:3]([CH3:21])=[C:4]([NH:9][S:10]([C:13]2[CH:18]=[CH:17][C:16]([F:19])=[CH:15][C:14]=2[F:20])(=[O:12])=[O:11])[C:5]([Cl:8])=[N:6][CH:7]=1.[CH3:22][C:23]1[N:28]=[C:27]([NH:29][C:30]2[CH:35]=[C:34](B3OC(C)(C)C(C)(C)O3)[CH:33]=[CH:32][N:31]=2)[CH:26]=[CH:25][N:24]=1.C(=O)([O-])[O-].[K+].[K+].O. (7) Given the product [CH3:1][CH:2]([CH3:38])[CH2:3][C@H:4]([NH:21][C:22]1[N:27]=[CH:26][C:25]([C:28]([NH:30][CH2:31][CH2:32][C:33]([OH:35])=[O:34])=[O:29])=[CH:24][CH:23]=1)[C:5]1[CH:10]=[CH:9][C:8]([C:11]2[CH:16]=[CH:15][C:14]([C:17]([F:20])([F:19])[F:18])=[CH:13][N:12]=2)=[CH:7][CH:6]=1, predict the reactants needed to synthesize it. The reactants are: [CH3:1][CH:2]([CH3:38])[CH2:3][C@H:4]([NH:21][C:22]1[N:27]=[CH:26][C:25]([C:28]([NH:30][CH2:31][CH2:32][C:33]([O:35]CC)=[O:34])=[O:29])=[CH:24][CH:23]=1)[C:5]1[CH:10]=[CH:9][C:8]([C:11]2[CH:16]=[CH:15][C:14]([C:17]([F:20])([F:19])[F:18])=[CH:13][N:12]=2)=[CH:7][CH:6]=1.O1CCCC1.[OH-].[Li+]. (8) The reactants are: [Si:1]([O:8][C@@H:9]1[C@@H:14]([CH3:15])[CH2:13][N:12]([C:16]2[CH:21]=[CH:20][N:19]=[CH:18][C:17]=2[NH:22][C:23](=[O:41])[C:24]2[CH:29]=[CH:28][C:27]([F:30])=[C:26]([C:31]3[C:36]([F:37])=[CH:35][C:34]([CH:38]=[CH2:39])=[CH:33][C:32]=3[F:40])[N:25]=2)[CH2:11][C@H:10]1[NH:42][C:43](=[O:49])[O:44][C:45]([CH3:48])([CH3:47])[CH3:46])([C:4]([CH3:7])([CH3:6])[CH3:5])([CH3:3])[CH3:2]. Given the product [Si:1]([O:8][C@@H:9]1[C@@H:14]([CH3:15])[CH2:13][N:12]([C:16]2[CH:21]=[CH:20][N:19]=[CH:18][C:17]=2[NH:22][C:23](=[O:41])[C:24]2[CH:29]=[CH:28][C:27]([F:30])=[C:26]([C:31]3[C:32]([F:40])=[CH:33][C:34]([CH2:38][CH3:39])=[CH:35][C:36]=3[F:37])[N:25]=2)[CH2:11][C@H:10]1[NH:42][C:43](=[O:49])[O:44][C:45]([CH3:46])([CH3:48])[CH3:47])([C:4]([CH3:5])([CH3:6])[CH3:7])([CH3:3])[CH3:2], predict the reactants needed to synthesize it. (9) Given the product [Br:1][CH2:2][CH2:3][CH2:4][O:26][C:19]1[C:20]([O:24][CH3:25])=[CH:21][CH:22]=[C:23]2[C:18]=1[O:17][C:16](=[O:27])[CH:15]=[C:14]2[NH:13][C:12]1[C:11]([Cl:28])=[CH:10][N:9]=[CH:8][C:7]=1[Cl:6], predict the reactants needed to synthesize it. The reactants are: [Br:1][CH2:2][CH2:3][CH2:4]Br.[Cl:6][C:7]1[CH:8]=[N:9][CH:10]=[C:11]([Cl:28])[C:12]=1[NH:13][C:14]1[C:23]2[C:18](=[C:19]([OH:26])[C:20]([O:24][CH3:25])=[CH:21][CH:22]=2)[O:17][C:16](=[O:27])[CH:15]=1.